Dataset: Forward reaction prediction with 1.9M reactions from USPTO patents (1976-2016). Task: Predict the product of the given reaction. Given the reactants F[C:2]1C=CC=C(F)C=1CN1C(=O)C=CC(CC2C3C(=CC=CC=3)N(CC(O)=O)C=2C)=C1.[Cl:32][C:33]1[CH:34]=[C:35]2[C:39](=[CH:40][CH:41]=1)[N:38]([CH2:42][C:43]([O:45][CH3:46])=[O:44])[CH:37]=[C:36]2[CH2:47][C:48]1[CH:49]=[N:50][C:51]([O:54]C)=[CH:52][CH:53]=1.[F:56][C:57]1[C:64]([F:65])=[CH:63][CH:62]=[CH:61][C:58]=1[CH2:59]Br.[Na+].[I-], predict the reaction product. The product is: [Cl:32][C:33]1[CH:34]=[C:35]2[C:39](=[CH:40][CH:41]=1)[N:38]([CH2:42][C:43]([O:45][CH3:46])=[O:44])[C:37]([CH3:2])=[C:36]2[CH2:47][C:48]1[CH:53]=[CH:52][C:51](=[O:54])[N:50]([CH2:59][C:58]2[CH:61]=[CH:62][CH:63]=[C:64]([F:65])[C:57]=2[F:56])[CH:49]=1.